Dataset: Reaction yield outcomes from USPTO patents with 853,638 reactions. Task: Predict the reaction yield, written as a fraction of the theoretical maximum amount of product (1.0 means a 100% yield; for example, 0.34 means a 34% yield). (1) The reactants are FC(F)(F)C(O)=O.[CH2:8]([NH:10][C:11]([NH:13][C:14]1[CH:19]=[CH:18][C:17]([C:20]2[N:21]=[C:22]([N:30]3[CH2:35][CH2:34][O:33][CH2:32][C@@H:31]3[CH3:36])[C:23]3[CH2:29][CH2:28][NH:27][CH2:26][C:24]=3[N:25]=2)=[CH:16][CH:15]=1)=[O:12])[CH3:9].CCN(C(C)C)C(C)C.[CH:46]1([C:49](Cl)=[O:50])[CH2:48][CH2:47]1. The catalyst is C(Cl)Cl. The product is [CH:46]1([C:49]([N:27]2[CH2:28][CH2:29][C:23]3[C:22]([N:30]4[CH2:35][CH2:34][O:33][CH2:32][C@@H:31]4[CH3:36])=[N:21][C:20]([C:17]4[CH:16]=[CH:15][C:14]([NH:13][C:11]([NH:10][CH2:8][CH3:9])=[O:12])=[CH:19][CH:18]=4)=[N:25][C:24]=3[CH2:26]2)=[O:50])[CH2:48][CH2:47]1. The yield is 0.150. (2) The reactants are Br[C:2]1[CH:3]=[CH:4][C:5]([F:14])=[C:6]([C:8]2[CH:13]=[CH:12][N:11]=[CH:10][CH:9]=2)[CH:7]=1.C([O-])(=O)C.[K+].[B:20]1(B2OC(C)(C)C(C)(C)O2)[O:24]C(C)(C)C(C)(C)[O:21]1. The catalyst is O1CCOCC1.CS(C)=O.C1C=CC([PH+]([C]2[CH][CH][CH][CH]2)C2C=CC=CC=2)=CC=1.C1C=CC([PH+]([C]2[CH][CH][CH][CH]2)C2C=CC=CC=2)=CC=1.C(Cl)Cl.Cl[Pd]Cl.[Fe]. The product is [F:14][C:5]1[CH:4]=[CH:3][C:2]([B:20]([OH:24])[OH:21])=[CH:7][C:6]=1[C:8]1[CH:13]=[CH:12][N:11]=[CH:10][CH:9]=1. The yield is 0.460.